From a dataset of Catalyst prediction with 721,799 reactions and 888 catalyst types from USPTO. Predict which catalyst facilitates the given reaction. (1) Reactant: C([O:3][C:4]([C:6]1[NH:7][C:8]2[C:13]([C:14]=1[CH2:15][CH2:16][CH2:17][NH:18][C:19]([O:21][C:22]([CH3:25])([CH3:24])[CH3:23])=[O:20])=[CH:12][C:11]([O:26][CH2:27][C:28]1[CH:33]=[CH:32][CH:31]=[CH:30][CH:29]=1)=[CH:10][CH:9]=2)=[O:5])C.O.[OH-].[Li+].Cl. Product: [CH2:27]([O:26][C:11]1[CH:12]=[C:13]2[C:8](=[CH:9][CH:10]=1)[NH:7][C:6]([C:4]([OH:5])=[O:3])=[C:14]2[CH2:15][CH2:16][CH2:17][NH:18][C:19]([O:21][C:22]([CH3:25])([CH3:24])[CH3:23])=[O:20])[C:28]1[CH:29]=[CH:30][CH:31]=[CH:32][CH:33]=1. The catalyst class is: 40. (2) Reactant: [F:1][C:2]([F:36])([F:35])[CH2:3][O:4][C:5]1[N:10]=[C:9]([NH:11][C:12]2[CH:20]=[CH:19][C:15]([C:16]([O-:18])=[O:17])=[CH:14][CH:13]=2)[N:8]=[C:7]([NH:21][C:22]2[CH:34]=[CH:33][C:25]([C:26]([O:28]C(C)(C)C)=[O:27])=[CH:24][CH:23]=2)[N:6]=1.C(O)(C(F)(F)F)=O. Product: [F:36][C:2]([F:1])([F:35])[CH2:3][O:4][C:5]1[N:6]=[C:7]([NH:21][C:22]2[CH:23]=[CH:24][C:25]([C:26]([OH:28])=[O:27])=[CH:33][CH:34]=2)[N:8]=[C:9]([NH:11][C:12]2[CH:20]=[CH:19][C:15]([C:16]([OH:18])=[O:17])=[CH:14][CH:13]=2)[N:10]=1. The catalyst class is: 2.